Dataset: Full USPTO retrosynthesis dataset with 1.9M reactions from patents (1976-2016). Task: Predict the reactants needed to synthesize the given product. (1) Given the product [Cl:16][C:11]1[CH:12]=[C:13]([F:15])[C:14]([C:29]([O:28][CH3:27])=[O:30])=[C:9]([NH:5][C:6]([O:7][C:18]([CH3:21])([CH3:20])[CH3:19])=[O:8])[CH:10]=1.[CH3:4][C:2]([N:5]([C:9]1[CH:10]=[C:11]([Cl:16])[CH:12]=[C:13]([F:15])[C:14]=1[C:29](=[O:30])[C:18]([CH3:21])([CH3:20])[CH3:19])[C:6](=[O:7])[O-:8])([CH3:1])[CH3:3], predict the reactants needed to synthesize it. The reactants are: [CH3:1][C:2]([N:5]([C:9]1[CH:14]=[C:13]([F:15])[CH:12]=[C:11]([Cl:16])[CH:10]=1)[C:6](=[O:8])[O-:7])([CH3:4])[CH3:3].[Li][C:18]([CH3:21])([CH3:20])[CH3:19].CCCCC.[CH3:27][O:28][C:29](Cl)=[O:30].[Cl-].[NH4+]. (2) Given the product [NH2:8][C:6]1[CH:5]=[CH:4][C:3]([CH2:11][C:12]#[N:13])=[C:2]([Br:1])[CH:7]=1, predict the reactants needed to synthesize it. The reactants are: [Br:1][C:2]1[CH:7]=[C:6]([N+:8]([O-])=O)[CH:5]=[CH:4][C:3]=1[CH2:11][C:12]#[N:13].O.O.[Sn](Cl)Cl.C(=O)(O)[O-].[Na+].C(=O)(O)[O-]. (3) The reactants are: CO[C:3]([C:5]1[CH:10]=[CH:9][C:8](=[O:11])[N:7]([CH3:12])[C:6]=1[NH:13][C:14]1[CH:19]=[CH:18][C:17]([I:20])=[CH:16][C:15]=1[F:21])=[O:4].[CH3:22][O:23][NH2:24]. Given the product [CH3:22][O:23][NH:24][C:3]([C:5]1[CH:10]=[CH:9][C:8](=[O:11])[N:7]([CH3:12])[C:6]=1[NH:13][C:14]1[CH:19]=[CH:18][C:17]([I:20])=[CH:16][C:15]=1[F:21])=[O:4], predict the reactants needed to synthesize it. (4) Given the product [CH3:17][O:16][C:10]1[CH:9]=[C:8]([C:6]2[N:7]=[C:2]([NH:38][C:35]3[CH:36]=[CH:37][C:32]([N:31]([CH3:39])[CH3:30])=[CH:33][CH:34]=3)[C:3]3[NH:20][N:19]=[CH:18][C:4]=3[N:5]=2)[CH:13]=[CH:12][C:11]=1[O:14][CH3:15], predict the reactants needed to synthesize it. The reactants are: Cl[C:2]1[C:3]2[C:4](=[CH:18][N:19](CC3C=CC(OC)=CC=3)[N:20]=2)[N:5]=[C:6]([C:8]2[CH:13]=[CH:12][C:11]([O:14][CH3:15])=[C:10]([O:16][CH3:17])[CH:9]=2)[N:7]=1.[CH3:30][N:31]([CH3:39])[C:32]1[CH:37]=[CH:36][C:35]([NH2:38])=[CH:34][CH:33]=1.Cl. (5) Given the product [N:8]1[C:25]([CH2:26][C:27]([O:29][CH3:30])=[O:28])=[CH:31][N:32]2[C:38]=1[C:37]1[CH:40]=[CH:41][CH:42]=[CH:43][C:36]=1[NH:35][C:34]1[N:44]=[CH:45][CH:46]=[CH:47][C:33]2=1, predict the reactants needed to synthesize it. The reactants are: O=C(C[N:8]1C(=O)C2C=CC=CC=2NC2N=CC=CC1=2)CC([O-])=O.O=[C:25]([CH2:31][N:32]1[C:38](=O)[C:37]2[CH:40]=[CH:41][CH:42]=[CH:43][C:36]=2[NH:35][C:34]2[N:44]=[CH:45][CH:46]=[CH:47][C:33]1=2)[CH2:26][C:27]([O:29][CH3:30])=[O:28].C([O-])(=O)C.[NH4+]. (6) Given the product [O:1]1[C:6]2[CH:7]=[CH:8][CH:9]=[CH:10][C:5]=2[O:4][CH2:3][C@@H:2]1[C:11]([N:25]1[CH2:26][CH2:27][CH2:28][C@@H:23]([C:20]2[CH:21]=[CH:22][C:17]([C:16]([F:15])([F:29])[F:30])=[CH:18][CH:19]=2)[CH2:24]1)=[O:12], predict the reactants needed to synthesize it. The reactants are: [O:1]1[C:6]2[CH:7]=[CH:8][CH:9]=[CH:10][C:5]=2[O:4][CH2:3][C@@H:2]1[C:11](Cl)=[O:12].Cl.[F:15][C:16]([F:30])([F:29])[C:17]1[CH:22]=[CH:21][C:20]([CH:23]2[CH2:28][CH2:27][CH2:26][NH:25][CH2:24]2)=[CH:19][CH:18]=1.C(N(CC)CC)C.Cl. (7) Given the product [OH:8][CH:1]([C:2]1[CH:3]=[CH:4][CH:5]=[CH:6][CH:7]=1)[CH:9]1[CH2:14][CH2:13][N:12]([C:15]([O:17][C:18]([CH3:20])([CH3:21])[CH3:19])=[O:16])[CH2:11][CH2:10]1, predict the reactants needed to synthesize it. The reactants are: [C:1]([CH:9]1[CH2:14][CH2:13][N:12]([C:15]([O:17][C:18]([CH3:21])([CH3:20])[CH3:19])=[O:16])[CH2:11][CH2:10]1)(=[O:8])[C:2]1[CH:7]=[CH:6][CH:5]=[CH:4][CH:3]=1.[BH4-].[Na+].O.C(OCC)(=O)C.